Predict the product of the given reaction. From a dataset of Forward reaction prediction with 1.9M reactions from USPTO patents (1976-2016). (1) The product is: [OH:1][C:2]1[CH:22]=[CH:21][C:5]2[O:6][CH2:7][C:8]3[CH:20]=[CH:19][CH:18]=[CH:17][C:9]=3/[C:10](=[CH:11]\[CH2:12][CH2:13][N:14]([CH3:16])[CH3:15])/[C:4]=2[CH:3]=1. Given the reactants [OH:1][C:2]1[CH:22]=[CH:21][C:5]2[O:6][CH2:7][C:8]3[CH:20]=[CH:19][CH:18]=[CH:17][C:9]=3/[C:10](=[CH:11]/[CH2:12][CH2:13][N:14]([CH3:16])[CH3:15])/[C:4]=2[CH:3]=1, predict the reaction product. (2) Given the reactants [CH:1]([N:4]1[C:9](=[O:10])[CH:8]=[CH:7][C:6]([CH2:11][C:12](=[O:19])[C:13]2[CH:18]=[CH:17][CH:16]=[CH:15][CH:14]=2)=[N:5]1)([CH3:3])[CH3:2].CO[CH:22](OC)[N:23]([CH3:25])[CH3:24], predict the reaction product. The product is: [C:12]([C:11]([C:6]1[CH:7]=[CH:8][C:9](=[O:10])[N:4]([CH:1]([CH3:3])[CH3:2])[N:5]=1)=[CH:22][N:23]([CH3:25])[CH3:24])(=[O:19])[C:13]1[CH:14]=[CH:15][CH:16]=[CH:17][CH:18]=1. (3) Given the reactants O=[C:2]([CH3:15])[CH2:3][S:4][C:5]1[CH:6]=[C:7]([CH2:11][C:12]([OH:14])=[O:13])[CH:8]=[CH:9][CH:10]=1.Cl.[F:17][C:18]1[CH:19]=[C:20]([NH:24]N)[CH:21]=[CH:22][CH:23]=1, predict the reaction product. The product is: [F:17][C:18]1[CH:19]=[C:20]2[C:21]([C:3]([S:4][C:5]3[CH:6]=[C:7]([CH2:11][C:12]([OH:14])=[O:13])[CH:8]=[CH:9][CH:10]=3)=[C:2]([CH3:15])[NH:24]2)=[CH:22][CH:23]=1.